Dataset: Full USPTO retrosynthesis dataset with 1.9M reactions from patents (1976-2016). Task: Predict the reactants needed to synthesize the given product. (1) Given the product [CH3:12][O:13][C:14]1[CH:15]=[C:16]([C:17]2[O:1][N:2]=[C:3]([C:5]3[C:10]([CH3:11])=[CH:9][CH:8]=[CH:7][N:6]=3)[N:4]=2)[CH:20]=[CH:21][CH:22]=1, predict the reactants needed to synthesize it. The reactants are: [OH:1][NH:2][C:3]([C:5]1[C:10]([CH3:11])=[CH:9][CH:8]=[CH:7][N:6]=1)=[NH:4].[CH3:12][O:13][C:14]1[CH:15]=[C:16]([CH:20]=[CH:21][CH:22]=1)[C:17](O)=O. (2) The reactants are: [CH:1]([C:4]1[N:5]([CH2:18][C:19]2[CH:24]=[CH:23][CH:22]=[CH:21][N:20]=2)[C:6]2[C:11]([C:12]=1[C:13](O)=[O:14])=[CH:10][CH:9]=[C:8](OC)[CH:7]=2)([CH3:3])[CH3:2].[F:25][C:26]1[CH:27]=[C:28]([CH:31]=[CH:32][C:33]=1[F:34])[CH2:29][NH2:30].[N:35]1[CH:40]=[CH:39][C:38](B(O)O)=[CH:37][CH:36]=1. Given the product [F:25][C:26]1[CH:27]=[C:28]([CH:31]=[CH:32][C:33]=1[F:34])[CH2:29][NH:30][C:13]([C:12]1[C:11]2[C:6](=[CH:7][C:8]([C:38]3[CH:39]=[CH:40][N:35]=[CH:36][CH:37]=3)=[CH:9][CH:10]=2)[N:5]([CH2:18][C:19]2[CH:24]=[CH:23][CH:22]=[CH:21][N:20]=2)[C:4]=1[CH:1]([CH3:3])[CH3:2])=[O:14], predict the reactants needed to synthesize it. (3) Given the product [F:17][C:14]1[CH:15]=[CH:16][C:11]([C:9]2[S:10][C:3]3[C:2]([C:26]4[CH:32]=[CH:31][C:29]([NH2:30])=[CH:28][CH:27]=4)=[N:7][CH:6]=[N:5][C:4]=3[CH:8]=2)=[CH:12][CH:13]=1, predict the reactants needed to synthesize it. The reactants are: Cl[C:2]1[C:3]2[S:10][C:9]([C:11]3[CH:16]=[CH:15][C:14]([F:17])=[CH:13][CH:12]=3)=[CH:8][C:4]=2[N:5]=[CH:6][N:7]=1.CC1(C)C(C)(C)OB([C:26]2[CH:32]=[CH:31][C:29]([NH2:30])=[CH:28][CH:27]=2)O1.C(=O)([O-])[O-].[K+].[K+].